Dataset: Full USPTO retrosynthesis dataset with 1.9M reactions from patents (1976-2016). Task: Predict the reactants needed to synthesize the given product. (1) Given the product [C@@H:7]1([C:9]([OH:11])=[O:10])[CH2:8][C@H:6]1[C:4]([OH:5])=[O:3], predict the reactants needed to synthesize it. The reactants are: C([O:3][C:4]([C@@H:6]1[CH2:8][C@H:7]1[C:9]([O:11]CC)=[O:10])=[O:5])C.Cl.[Na+].[Cl-]. (2) Given the product [NH2:15][C:16]1[C:21]([C:22]#[N:23])=[C:20]([NH:12][CH:10]([C:4]2[CH:5]=[C:6]([Cl:9])[C:7]([F:8])=[C:2]([Br:1])[C:3]=2[O:13][CH3:14])[CH3:11])[N:19]=[CH:18][N:17]=1, predict the reactants needed to synthesize it. The reactants are: [Br:1][C:2]1[C:3]([O:13][CH3:14])=[C:4]([CH:10]([NH2:12])[CH3:11])[CH:5]=[C:6]([Cl:9])[C:7]=1[F:8].[NH2:15][C:16]1[C:21]([C:22]#[N:23])=[C:20](Cl)[N:19]=[CH:18][N:17]=1.C(N(CC)C(C)C)(C)C.C(O)C. (3) Given the product [CH:21]([C:24]1[CH:31]=[CH:30][C:27]([CH2:28][N:10]2[CH2:11][CH2:12][C@H:13]([C:15]([O:17][CH3:18])=[O:16])[CH2:14][C@@H:9]2[C:6]2[CH:5]=[CH:4][C:3]([C:2]([F:19])([F:1])[F:20])=[CH:8][CH:7]=2)=[CH:26][CH:25]=1)([CH3:23])[CH3:22], predict the reactants needed to synthesize it. The reactants are: [F:1][C:2]([F:20])([F:19])[C:3]1[CH:8]=[CH:7][C:6]([C@H:9]2[CH2:14][C@@H:13]([C:15]([O:17][CH3:18])=[O:16])[CH2:12][CH2:11][NH:10]2)=[CH:5][CH:4]=1.[CH:21]([C:24]1[CH:31]=[CH:30][C:27]([CH2:28]Br)=[CH:26][CH:25]=1)([CH3:23])[CH3:22].[Na+].[I-].C([O-])([O-])=O.[K+].[K+]. (4) The reactants are: [C:1]([C:3]1[C:4]([C:17]([F:20])([F:19])[F:18])=[C:5]2[C:9](=[CH:10][CH:11]=1)[N:8]([CH2:12][C:13](O)=O)[C:7]([CH3:16])=[CH:6]2)#[N:2].[F:21][C:22]([F:34])([F:33])[C:23]1[N:28]=[CH:27][C:26]([C:29]([NH:31][NH2:32])=[O:30])=[CH:25][CH:24]=1. Given the product [CH3:16][C:7]1[N:8]([CH2:12][C:13]2[O:30][C:29]([C:26]3[CH:27]=[N:28][C:23]([C:22]([F:33])([F:21])[F:34])=[CH:24][CH:25]=3)=[N:31][N:32]=2)[C:9]2[C:5]([CH:6]=1)=[C:4]([C:17]([F:19])([F:18])[F:20])[C:3]([C:1]#[N:2])=[CH:11][CH:10]=2, predict the reactants needed to synthesize it. (5) Given the product [CH3:17][C@@H:16]1[CH2:15][CH2:14][N:13]([C:18]([O:40][CH2:39][C:38]2[CH:42]=[CH:34][CH:35]=[CH:36][CH:37]=2)=[O:26])[CH2:12][CH2:11][N:10]1[C:8](=[O:9])[C:6]1[CH:7]=[C:2]([CH3:1])[CH:3]=[CH:4][C:5]=1[N:28]1[N:32]=[CH:31][CH:30]=[N:29]1, predict the reactants needed to synthesize it. The reactants are: [CH3:1][C:2]1[CH:3]=[CH:4][C:5]([N:28]2[N:32]=[CH:31][CH:30]=[N:29]2)=[C:6]([C:8]([N:10]2[C@H:16]([CH3:17])[CH2:15][CH2:14][N:13]([C:18]3[O:26]C4C=CC(Cl)=CC=4N=3)[CH2:12][CH2:11]2)=[O:9])[CH:7]=1.C[C:34]1[CH:35]=[CH:36][C:37](N2N=CC=N2)=[C:38]([CH:42]=1)[C:39](O)=[O:40].Cl.C(OC(N1CC[C@@H](C)NCC1)=O)C1C=CC=CC=1.C1C=NC2N(O)N=NC=2C=1.CN1CCOCC1. (6) Given the product [F:3][C:4]1[C:5]([CH2:16][N:17]([CH3:25])[C:18](=[O:24])[O:19][C:20]([CH3:21])([CH3:22])[CH3:23])=[CH:6][N:7]([S:48]([C:45]2[CH:44]=[CH:43][C:42]([F:41])=[CH:47][N:46]=2)(=[O:50])=[O:49])[C:8]=1[C:9]1[C:10]([F:15])=[N:11][CH:12]=[CH:13][CH:14]=1, predict the reactants needed to synthesize it. The reactants are: [H-].[Na+].[F:3][C:4]1[C:5]([CH2:16][N:17]([CH3:25])[C:18](=[O:24])[O:19][C:20]([CH3:23])([CH3:22])[CH3:21])=[CH:6][NH:7][C:8]=1[C:9]1[C:10]([F:15])=[N:11][CH:12]=[CH:13][CH:14]=1.C1OCCOCCOCCOCCOC1.[F:41][C:42]1[CH:43]=[CH:44][C:45]([S:48](F)(=[O:50])=[O:49])=[N:46][CH:47]=1. (7) Given the product [CH3:21][C:22]1[N:23]([C:7]([C:14]2[CH:19]=[CH:18][CH:17]=[CH:16][CH:15]=2)([C:8]2[CH:13]=[CH:12][CH:11]=[CH:10][CH:9]=2)[C:1]2[CH:6]=[CH:5][CH:4]=[CH:3][CH:2]=2)[CH:24]=[CH:25][N:26]=1, predict the reactants needed to synthesize it. The reactants are: [C:1]1([C:7](Cl)([C:14]2[CH:19]=[CH:18][CH:17]=[CH:16][CH:15]=2)[C:8]2[CH:13]=[CH:12][CH:11]=[CH:10][CH:9]=2)[CH:6]=[CH:5][CH:4]=[CH:3][CH:2]=1.[CH3:21][C:22]1[NH:23][CH:24]=[CH:25][N:26]=1.C(N(CC)CC)C.CN(C)C=O. (8) Given the product [Br:19][C:13]1[CH:14]=[CH:15][C:16]([CH3:18])=[CH:17][C:12]=1[C:10]([N:4]1[CH2:5][CH2:6][CH2:7][C@@H:8]([CH3:9])[C@H:3]1[CH2:2][NH:1][C:21]1[CH:26]=[CH:25][C:24]([C:27]([F:30])([F:29])[F:28])=[CH:23][N:22]=1)=[O:11], predict the reactants needed to synthesize it. The reactants are: [NH2:1][CH2:2][C@@H:3]1[C@H:8]([CH3:9])[CH2:7][CH2:6][CH2:5][N:4]1[C:10]([C:12]1[CH:17]=[C:16]([CH3:18])[CH:15]=[CH:14][C:13]=1[Br:19])=[O:11].F[C:21]1[CH:26]=[CH:25][C:24]([C:27]([F:30])([F:29])[F:28])=[CH:23][N:22]=1. (9) Given the product [C:20]([NH:28][C:29]1[CH:38]=[C:37]([O:1][C:2]2[CH:3]=[C:4]3[C:8](=[CH:9][CH:10]=2)[N:7]([CH3:11])[CH:6]=[CH:5]3)[CH:36]=[CH:35][C:30]=1[C:31]([O:33][CH3:34])=[O:32])(=[O:27])[C:21]1[CH:22]=[CH:23][CH:24]=[CH:25][CH:26]=1, predict the reactants needed to synthesize it. The reactants are: [OH:1][C:2]1[CH:3]=[C:4]2[C:8](=[CH:9][CH:10]=1)[N:7]([CH3:11])[CH:6]=[CH:5]2.P([O-])([O-])([O-])=O.[K+].[K+].[K+].[C:20]([NH:28][C:29]1[CH:38]=[C:37](Br)[CH:36]=[CH:35][C:30]=1[C:31]([O:33][CH3:34])=[O:32])(=[O:27])[C:21]1[CH:26]=[CH:25][CH:24]=[CH:23][CH:22]=1.C(O)(=O)CC(CC(O)=O)(C(O)=O)O. (10) Given the product [F:22][C:23]1[CH:24]=[C:25]2[C:29](=[CH:30][C:31]=1[NH:32][CH2:33][C:34]1[CH:39]=[CH:38][C:37]([F:40])=[CH:36][CH:35]=1)[NH:28][C:27](=[O:41])[C:26]2=[CH:20][C:3]1[NH:4][C:5]2[CH2:10][CH2:9][N:8]([CH2:11][CH2:12][N:13]3[CH2:14][CH2:15][CH2:16][CH2:17][CH2:18]3)[C:7](=[O:19])[C:6]=2[C:2]=1[CH3:1], predict the reactants needed to synthesize it. The reactants are: [CH3:1][C:2]1[C:6]2[C:7](=[O:19])[N:8]([CH2:11][CH2:12][N:13]3[CH2:18][CH2:17][CH2:16][CH2:15][CH2:14]3)[CH2:9][CH2:10][C:5]=2[NH:4][C:3]=1[CH:20]=O.[F:22][C:23]1[CH:24]=[C:25]2[C:29](=[CH:30][C:31]=1[NH:32][CH2:33][C:34]1[CH:39]=[CH:38][C:37]([F:40])=[CH:36][CH:35]=1)[NH:28][C:27](=[O:41])[CH2:26]2.